This data is from Peptide-MHC class I binding affinity with 185,985 pairs from IEDB/IMGT. The task is: Regression. Given a peptide amino acid sequence and an MHC pseudo amino acid sequence, predict their binding affinity value. This is MHC class I binding data. (1) The MHC is Patr-B0101 with pseudo-sequence Patr-B0101. The binding affinity (normalized) is 0.233. The peptide sequence is ETAGARLVVL. (2) The binding affinity (normalized) is 0.278. The peptide sequence is KTKDYVNGL. The MHC is HLA-A30:02 with pseudo-sequence HLA-A30:02. (3) The peptide sequence is IVMRYVLDH. The MHC is HLA-A66:01 with pseudo-sequence HLA-A66:01. The binding affinity (normalized) is 0.213. (4) The peptide sequence is SEYKAAGYL. The MHC is HLA-B58:01 with pseudo-sequence HLA-B58:01. The binding affinity (normalized) is 0.0847.